From a dataset of Full USPTO retrosynthesis dataset with 1.9M reactions from patents (1976-2016). Predict the reactants needed to synthesize the given product. (1) Given the product [C:1]([C:5]1[CH:6]=[CH:7][C:8]([S:11]([CH:14]2[CH2:15][CH2:16][N:17]([C:21]3[CH:30]=[CH:29][C:28]4[C:23](=[CH:24][CH:25]=[CH:26][CH:27]=4)[N:22]=3)[CH2:18][CH2:19]2)(=[O:13])=[O:12])=[CH:9][CH:10]=1)([CH3:4])([CH3:2])[CH3:3], predict the reactants needed to synthesize it. The reactants are: [C:1]([C:5]1[CH:10]=[CH:9][C:8]([S:11]([CH:14]2[CH2:19][CH2:18][NH:17][CH2:16][CH2:15]2)(=[O:13])=[O:12])=[CH:7][CH:6]=1)([CH3:4])([CH3:3])[CH3:2].Cl[C:21]1[CH:30]=[CH:29][C:28]2[C:23](=[CH:24][CH:25]=[CH:26][CH:27]=2)[N:22]=1.CCN(C(C)C)C(C)C. (2) Given the product [I:1][C:2]1[CH:7]=[CH:6][C:5]([CH:8]2[CH:17]([C:18]3[CH:23]=[CH:22][CH:21]=[C:20]([O:24][CH:25]4[CH2:30][CH2:29][CH2:28][CH2:27][O:26]4)[CH:19]=3)[CH:16]([OH:31])[C:15]3[C:10](=[CH:11][CH:12]=[C:13]([O:32][CH:33]4[CH2:38][CH2:37][CH2:36][CH2:35][O:34]4)[CH:14]=3)[O:9]2)=[CH:4][CH:3]=1.[CH2:39]([C:16]1([OH:31])[C:15]2[C:10](=[CH:11][CH:12]=[C:13]([O:32][CH:33]3[CH2:38][CH2:37][CH2:36][CH2:35][O:34]3)[CH:14]=2)[O:9][CH:8]([C:5]2[CH:6]=[CH:7][C:2]([I:1])=[CH:3][CH:4]=2)[CH:17]1[C:18]1[CH:23]=[CH:22][CH:21]=[C:20]([O:24][CH:25]2[CH2:30][CH2:29][CH2:28][CH2:27][O:26]2)[CH:19]=1)[CH3:40], predict the reactants needed to synthesize it. The reactants are: [I:1][C:2]1[CH:7]=[CH:6][C:5]([CH:8]2[CH:17]([C:18]3[CH:23]=[CH:22][CH:21]=[C:20]([O:24][CH:25]4[CH2:30][CH2:29][CH2:28][CH2:27][O:26]4)[CH:19]=3)[C:16](=[O:31])[C:15]3[C:10](=[CH:11][CH:12]=[C:13]([O:32][CH:33]4[CH2:38][CH2:37][CH2:36][CH2:35][O:34]4)[CH:14]=3)[O:9]2)=[CH:4][CH:3]=1.[CH2:39]([Mg]Cl)[CH3:40]. (3) Given the product [F:1][C:2]1[CH:9]=[CH:8][C:5]([N:6]([CH3:7])[C:16]2[C:17]3[CH2:37][N:36]([C:38](=[O:40])[CH3:39])[CH2:35][CH2:34][C:18]=3[N:19]=[C:20]([NH:22][C:23]3[CH:28]=[CH:27][C:26]([C:29]4[O:33][CH:32]=[N:31][CH:30]=4)=[CH:25][CH:24]=3)[N:21]=2)=[CH:4][CH:3]=1, predict the reactants needed to synthesize it. The reactants are: [F:1][C:2]1[CH:9]=[CH:8][C:5]([NH:6][CH3:7])=[CH:4][CH:3]=1.FC(F)(F)S(O[C:16]1[C:17]2[CH2:37][N:36]([C:38](=[O:40])[CH3:39])[CH2:35][CH2:34][C:18]=2[N:19]=[C:20]([NH:22][C:23]2[CH:28]=[CH:27][C:26]([C:29]3[O:33][CH:32]=[N:31][CH:30]=3)=[CH:25][CH:24]=2)[N:21]=1)(=O)=O.S(C1C=CC(C)=CC=1)([O-])(=O)=O. (4) Given the product [C:1]([O:5][C:6](=[O:30])[NH:7][C:8]1[CH:13]=[C:12]([N:14]2[CH2:19][CH2:18][O:17][CH2:16][CH2:15]2)[CH:11]=[C:10]([CH2:20][CH2:21][C:22]2[O:23][C:24]([CH2:28][CH3:29])=[C:25]([CH3:27])[N:26]=2)[N:9]=1)([CH3:4])([CH3:3])[CH3:2], predict the reactants needed to synthesize it. The reactants are: [C:1]([O:5][C:6](=[O:30])[NH:7][C:8]1[CH:13]=[C:12]([N:14]2[CH2:19][CH2:18][O:17][CH2:16][CH2:15]2)[CH:11]=[C:10](/[CH:20]=[CH:21]/[C:22]2[O:23][C:24]([CH2:28][CH3:29])=[C:25]([CH3:27])[N:26]=2)[N:9]=1)([CH3:4])([CH3:3])[CH3:2]. (5) Given the product [Cl:8][C:7]1[C:2]([NH2:1])=[C:3]([N:10]2[C:18]3[C:13](=[CH:14][CH:15]=[CH:16][CH:17]=3)[CH2:12][CH2:11]2)[N:4]=[CH:5][N:6]=1, predict the reactants needed to synthesize it. The reactants are: [NH2:1][C:2]1[C:3](Cl)=[N:4][CH:5]=[N:6][C:7]=1[Cl:8].[NH:10]1[C:18]2[C:13](=[CH:14][CH:15]=[CH:16][CH:17]=2)[CH2:12][CH2:11]1.Cl.